Dataset: Catalyst prediction with 721,799 reactions and 888 catalyst types from USPTO. Task: Predict which catalyst facilitates the given reaction. (1) Reactant: [NH2:1][CH2:2][C@H:3]1[O:8][CH2:7][C@H:6]([NH:9][C:10]([O:12][C:13]([CH3:16])([CH3:15])[CH3:14])=[O:11])[CH2:5][CH2:4]1.[C:17]([O:20][CH2:21][CH:22]=O)(=[O:19])[CH3:18].C(O[BH-](OC(=O)C)OC(=O)C)(=O)C.[Na+].C(=O)(O)[O-].[Na+]. Product: [C:17]([O:20][CH2:21][CH2:22][NH:1][CH2:2][C@H:3]1[O:8][CH2:7][C@H:6]([NH:9][C:10]([O:12][C:13]([CH3:16])([CH3:15])[CH3:14])=[O:11])[CH2:5][CH2:4]1)(=[O:19])[CH3:18]. The catalyst class is: 4. (2) Reactant: FC(F)(F)C(O)=O.[O:8]1[CH2:13][CH2:12][N:11]([CH2:14][CH2:15][CH2:16][NH:17][C:18]([CH:20]2[CH2:25][CH2:24][N:23](C(OC(C)(C)C)=O)[CH2:22][CH2:21]2)=[O:19])[CH2:10][CH2:9]1. Product: [O:8]1[CH2:9][CH2:10][N:11]([CH2:14][CH2:15][CH2:16][NH:17][C:18]([CH:20]2[CH2:21][CH2:22][NH:23][CH2:24][CH2:25]2)=[O:19])[CH2:12][CH2:13]1. The catalyst class is: 2. (3) The catalyst class is: 49. Reactant: C(NC(C)C)(C)C.[Li]CCCC.[Br:13][C:14]1[CH:21]=[CH:20][C:17]([C:18]#N)=[C:16]([CH3:22])[CH:15]=1.CN([CH:26]=[O:27])C.[BH4-].[Na+].[OH:30]S(O)(=O)=O. Product: [Br:13][C:14]1[CH:15]=[C:16]2[C:17](=[CH:20][CH:21]=1)[C:18](=[O:30])[O:27][CH2:26][CH2:22]2. (4) Reactant: [Cl:1][C:2]1[CH:7]=[C:6](Cl)[CH:5]=[CH:4][N:3]=1.[C:9]([O:13][C:14]([N:16]1[CH2:21][CH2:20][NH:19][CH2:18][CH2:17]1)=[O:15])([CH3:12])([CH3:11])[CH3:10].CCN(C(C)C)C(C)C. Product: [C:9]([O:13][C:14]([N:16]1[CH2:21][CH2:20][N:19]([C:6]2[CH:5]=[CH:4][N:3]=[C:2]([Cl:1])[CH:7]=2)[CH2:18][CH2:17]1)=[O:15])([CH3:12])([CH3:10])[CH3:11]. The catalyst class is: 18. (5) Reactant: [CH2:1]([O:3][C:4](=[O:9])[CH2:5][C:6]([O-:8])=O)[CH3:2].[K+].[Cl-].[Mg+2].[Cl-].[C:14]([CH2:18]C(O)=O)([CH3:17])([CH3:16])[CH3:15]. Product: [CH3:15][C:14]([CH3:18])([CH3:17])[CH2:16][C:6](=[O:8])[CH2:5][C:4]([O:3][CH2:1][CH3:2])=[O:9]. The catalyst class is: 7. (6) Reactant: [CH3:1][C:2]1[S:6][C:5]([C:7]([O:9]C)=[O:8])=[CH:4][C:3]=1[C:11]1[N:15]([CH3:16])[N:14]=[CH:13][C:12]=1[CH2:17][CH2:18][CH3:19].[OH-].[Na+]. Product: [CH3:1][C:2]1[S:6][C:5]([C:7]([OH:9])=[O:8])=[CH:4][C:3]=1[C:11]1[N:15]([CH3:16])[N:14]=[CH:13][C:12]=1[CH2:17][CH2:18][CH3:19]. The catalyst class is: 7.